This data is from Peptide-MHC class I binding affinity with 185,985 pairs from IEDB/IMGT. The task is: Regression. Given a peptide amino acid sequence and an MHC pseudo amino acid sequence, predict their binding affinity value. This is MHC class I binding data. (1) The peptide sequence is HLPGFGTAF. The MHC is HLA-A02:16 with pseudo-sequence HLA-A02:16. The binding affinity (normalized) is 0.0847. (2) The peptide sequence is PRLLTALGNHI. The MHC is Mamu-B03 with pseudo-sequence Mamu-B03. The binding affinity (normalized) is 0.160. (3) The peptide sequence is TEQFLCYAL. The MHC is HLA-B40:02 with pseudo-sequence HLA-B40:02. The binding affinity (normalized) is 0.798. (4) The MHC is HLA-A24:02 with pseudo-sequence HLA-A24:02. The binding affinity (normalized) is 0.623. The peptide sequence is HFHHLLFLL. (5) The peptide sequence is ITLWQRPIV. The MHC is HLA-A32:01 with pseudo-sequence HLA-A32:01. The binding affinity (normalized) is 0. (6) The peptide sequence is FSLWRRPV. The MHC is Mamu-A02 with pseudo-sequence Mamu-A02. The binding affinity (normalized) is 0.211. (7) The peptide sequence is TLYCVHQGI. The MHC is HLA-B58:01 with pseudo-sequence HLA-B58:01. The binding affinity (normalized) is 0.203. (8) The peptide sequence is ERVRELAVA. The MHC is HLA-B27:05 with pseudo-sequence HLA-B27:05. The binding affinity (normalized) is 0.